From a dataset of TCR-epitope binding with 47,182 pairs between 192 epitopes and 23,139 TCRs. Binary Classification. Given a T-cell receptor sequence (or CDR3 region) and an epitope sequence, predict whether binding occurs between them. Result: 0 (the TCR does not bind to the epitope). The epitope is FLNGSCGSV. The TCR CDR3 sequence is CASRWTGMHRSEKLFF.